Dataset: NCI-60 drug combinations with 297,098 pairs across 59 cell lines. Task: Regression. Given two drug SMILES strings and cell line genomic features, predict the synergy score measuring deviation from expected non-interaction effect. (1) Synergy scores: CSS=-4.30, Synergy_ZIP=4.13, Synergy_Bliss=0.994, Synergy_Loewe=-6.46, Synergy_HSA=-6.75. Drug 1: CC1=C(C=C(C=C1)C(=O)NC2=CC(=CC(=C2)C(F)(F)F)N3C=C(N=C3)C)NC4=NC=CC(=N4)C5=CN=CC=C5. Cell line: UO-31. Drug 2: CC(C)CN1C=NC2=C1C3=CC=CC=C3N=C2N. (2) Drug 1: C1=NC2=C(N=C(N=C2N1C3C(C(C(O3)CO)O)O)F)N. Drug 2: CCC1(CC2CC(C3=C(CCN(C2)C1)C4=CC=CC=C4N3)(C5=C(C=C6C(=C5)C78CCN9C7C(C=CC9)(C(C(C8N6C)(C(=O)OC)O)OC(=O)C)CC)OC)C(=O)OC)O.OS(=O)(=O)O. Cell line: SK-MEL-28. Synergy scores: CSS=12.9, Synergy_ZIP=-3.33, Synergy_Bliss=-2.02, Synergy_Loewe=-3.71, Synergy_HSA=-4.21. (3) Drug 1: C1CCN(CC1)CCOC2=CC=C(C=C2)C(=O)C3=C(SC4=C3C=CC(=C4)O)C5=CC=C(C=C5)O. Drug 2: C1=CN(C=N1)CC(O)(P(=O)(O)O)P(=O)(O)O. Cell line: SF-295. Synergy scores: CSS=4.59, Synergy_ZIP=-2.17, Synergy_Bliss=-0.637, Synergy_Loewe=-0.210, Synergy_HSA=-0.0721. (4) Drug 1: CNC(=O)C1=CC=CC=C1SC2=CC3=C(C=C2)C(=NN3)C=CC4=CC=CC=N4. Drug 2: CC(C)(C#N)C1=CC(=CC(=C1)CN2C=NC=N2)C(C)(C)C#N. Cell line: SF-295. Synergy scores: CSS=10.4, Synergy_ZIP=-3.05, Synergy_Bliss=-0.880, Synergy_Loewe=1.15, Synergy_HSA=0.854. (5) Drug 1: CC1=C(C=C(C=C1)NC2=NC=CC(=N2)N(C)C3=CC4=NN(C(=C4C=C3)C)C)S(=O)(=O)N.Cl. Drug 2: CC=C1C(=O)NC(C(=O)OC2CC(=O)NC(C(=O)NC(CSSCCC=C2)C(=O)N1)C(C)C)C(C)C. Cell line: NCI/ADR-RES. Synergy scores: CSS=0.422, Synergy_ZIP=0.420, Synergy_Bliss=-2.70, Synergy_Loewe=-2.99, Synergy_HSA=-3.97. (6) Drug 1: C1=NC2=C(N1)C(=S)N=C(N2)N. Drug 2: CC(C)NC(=O)C1=CC=C(C=C1)CNNC.Cl. Cell line: MDA-MB-231. Synergy scores: CSS=28.9, Synergy_ZIP=-8.07, Synergy_Bliss=-1.28, Synergy_Loewe=-10.3, Synergy_HSA=-2.70. (7) Drug 1: CC1=C2C(C(=O)C3(C(CC4C(C3C(C(C2(C)C)(CC1OC(=O)C(C(C5=CC=CC=C5)NC(=O)OC(C)(C)C)O)O)OC(=O)C6=CC=CC=C6)(CO4)OC(=O)C)OC)C)OC. Drug 2: CC1=C(C(=O)C2=C(C1=O)N3CC4C(C3(C2COC(=O)N)OC)N4)N. Cell line: SK-MEL-2. Synergy scores: CSS=47.8, Synergy_ZIP=-8.41, Synergy_Bliss=-12.0, Synergy_Loewe=-8.20, Synergy_HSA=-5.12. (8) Drug 1: C1CC(=O)NC(=O)C1N2CC3=C(C2=O)C=CC=C3N. Drug 2: CC1C(C(CC(O1)OC2CC(OC(C2O)C)OC3=CC4=CC5=C(C(=O)C(C(C5)C(C(=O)C(C(C)O)O)OC)OC6CC(C(C(O6)C)O)OC7CC(C(C(O7)C)O)OC8CC(C(C(O8)C)O)(C)O)C(=C4C(=C3C)O)O)O)O. Cell line: OVCAR-5. Synergy scores: CSS=1.85, Synergy_ZIP=-0.0506, Synergy_Bliss=-0.696, Synergy_Loewe=-0.766, Synergy_HSA=-0.755. (9) Drug 1: C1CN1C2=NC(=NC(=N2)N3CC3)N4CC4. Drug 2: B(C(CC(C)C)NC(=O)C(CC1=CC=CC=C1)NC(=O)C2=NC=CN=C2)(O)O. Cell line: COLO 205. Synergy scores: CSS=68.2, Synergy_ZIP=-2.83, Synergy_Bliss=-3.84, Synergy_Loewe=0.781, Synergy_HSA=3.03. (10) Drug 1: CCN(CC)CCNC(=O)C1=C(NC(=C1C)C=C2C3=C(C=CC(=C3)F)NC2=O)C. Drug 2: CCC1=C2N=C(C=C(N2N=C1)NCC3=C[N+](=CC=C3)[O-])N4CCCCC4CCO. Cell line: SW-620. Synergy scores: CSS=84.0, Synergy_ZIP=4.26, Synergy_Bliss=3.57, Synergy_Loewe=-1.19, Synergy_HSA=5.28.